This data is from Full USPTO retrosynthesis dataset with 1.9M reactions from patents (1976-2016). The task is: Predict the reactants needed to synthesize the given product. (1) Given the product [N:5]1([S:9]([C:12]2[C:13]([OH:20])=[C:14]([NH:15][C:29]([NH:28][C:23]3[CH:24]=[CH:25][CH:26]=[CH:27][C:22]=3[Cl:21])=[O:30])[CH:16]=[CH:17][C:18]=2[Cl:19])(=[O:11])=[O:10])[CH2:8][CH2:7][CH2:6]1, predict the reactants needed to synthesize it. The reactants are: NC(N)=O.[N:5]1([S:9]([C:12]2[C:13]([OH:20])=[C:14]([CH:16]=[CH:17][C:18]=2[Cl:19])[NH2:15])(=[O:11])=[O:10])[CH2:8][CH2:7][CH2:6]1.[Cl:21][C:22]1[CH:27]=[CH:26][CH:25]=[CH:24][C:23]=1[N:28]=[C:29]=[O:30]. (2) Given the product [P:18]([O-:22])([O-:21])([O-:20])=[O:19].[Ca+2:27].[P:18]([O-:22])([O-:21])([O-:20])=[O:19].[Ca+2:27].[Ca+2:27], predict the reactants needed to synthesize it. The reactants are: C1N(CCO)CCN(CCS(O)(=O)=O)C1.[Cl-].[Na+].[P:18]([O-:22])([O-:21])([O-:20])=[O:19].[Na+].[Na+].[Na+].[Cl-].[Ca+2:27].[Cl-]. (3) Given the product [Br:21][C:10]1[CH:9]=[N:8][N:7]2[C:2]([Cl:1])=[C:3]([CH:12]([CH2:18][CH2:19][CH3:20])[C:13]([O:15][CH2:16][CH3:17])=[O:14])[C:4]([CH3:11])=[N:5][C:6]=12, predict the reactants needed to synthesize it. The reactants are: [Cl:1][C:2]1[N:7]2[N:8]=[CH:9][CH:10]=[C:6]2[N:5]=[C:4]([CH3:11])[C:3]=1[CH:12]([CH2:18][CH2:19][CH3:20])[C:13]([O:15][CH2:16][CH3:17])=[O:14].[Br:21]N1C(=O)CCC1=O. (4) Given the product [CH3:18][O:19][CH:20]([C:23]1[CH:28]=[C:27]([O:29][CH3:30])[CH:26]=[CH:25][CH:24]=1)[CH2:21][NH:22][C:2]1[CH:7]=[C:6]([C:8]([F:11])([F:10])[F:9])[N:5]=[C:4]([C:12]2[CH:13]=[N:14][CH:15]=[CH:16][CH:17]=2)[N:3]=1, predict the reactants needed to synthesize it. The reactants are: Cl[C:2]1[CH:7]=[C:6]([C:8]([F:11])([F:10])[F:9])[N:5]=[C:4]([C:12]2[CH:13]=[N:14][CH:15]=[CH:16][CH:17]=2)[N:3]=1.[CH3:18][O:19][CH:20]([C:23]1[CH:28]=[C:27]([O:29][CH3:30])[CH:26]=[CH:25][CH:24]=1)[CH2:21][NH2:22]. (5) Given the product [CH2:2]1[C:3]2([CH2:7][CH:6]([NH:13][CH:20]([OH:21])[CH2:19][CH3:18])[CH2:5][O:4]2)[CH2:1]1, predict the reactants needed to synthesize it. The reactants are: [CH2:1]1[C:3]2([CH2:7][CH:6](CS([O-])(=O)=O)[CH2:5][O:4]2)[CH2:2]1.[NH2:13]CCCO.[CH2:18]1C[O:21][CH2:20][CH2:19]1.